From a dataset of Catalyst prediction with 721,799 reactions and 888 catalyst types from USPTO. Predict which catalyst facilitates the given reaction. (1) Reactant: [F:1][C:2]1[CH:7]=[CH:6][CH:5]=[C:4]([OH:8])[C:3]=1[C:9](=O)[CH3:10].C(=O)([O-])[O-].[K+].[K+].Br[CH2:19][C:20](=[O:24])[CH:21]([CH3:23])[CH3:22]. Product: [F:1][C:2]1[C:3]2[C:9]([CH3:10])=[C:19]([C:20](=[O:24])[CH:21]([CH3:23])[CH3:22])[O:8][C:4]=2[CH:5]=[CH:6][CH:7]=1. The catalyst class is: 9. (2) Reactant: [CH2:1]([N:3]1[CH:8]=[CH:7][CH:6]=[C:5]([N+:9]([O-])=O)[C:4]1=[O:12])[CH3:2].O.O.[Sn](Cl)Cl.C([O-])(O)=O.[Na+].O. Product: [NH2:9][C:5]1[C:4](=[O:12])[N:3]([CH2:1][CH3:2])[CH:8]=[CH:7][CH:6]=1. The catalyst class is: 795.